From a dataset of Full USPTO retrosynthesis dataset with 1.9M reactions from patents (1976-2016). Predict the reactants needed to synthesize the given product. (1) Given the product [NH2:1][C:2]1[N:7]([C:8]2[CH:13]=[CH:12][C:11]([Cl:14])=[CH:10][CH:9]=2)[C:6]([NH:18][C:19]2[CH:24]=[CH:23][CH:22]=[CH:21][CH:20]=2)=[N:5][C:4](=[O:17])[CH:3]=1, predict the reactants needed to synthesize it. The reactants are: [NH2:1][C:2]1[N:7]([C:8]2[CH:13]=[CH:12][C:11]([Cl:14])=[CH:10][CH:9]=2)[C:6](SC)=[N:5][C:4](=[O:17])[CH:3]=1.[NH2:18][C:19]1[CH:24]=[CH:23][CH:22]=[CH:21][CH:20]=1.[K+].[Br-]. (2) Given the product [Br:1][C:2]1[CH:3]=[CH:4][C:5]2[N:15]=[C:9]([CH2:10][O:11][CH3:12])[N:8]([CH3:14])[C:6]=2[CH:7]=1, predict the reactants needed to synthesize it. The reactants are: [Br:1][C:2]1[CH:3]=[CH:4][C:5]([N+:15]([O-])=O)=[C:6]([N:8]([CH3:14])[C:9](=O)[CH2:10][O:11][CH3:12])[CH:7]=1.[Cl-].[Cl-].[Ca+2].C([O-])(O)=O.[Na+]. (3) Given the product [CH3:39][NH:40][C:28]([C:25]1([C:22]2[N:23]=[N:24][C:19]([C:16]3[CH:15]=[CH:14][C:13]([C@@H:11]([N:7]4[CH2:6][CH2:5][C@:4]([CH2:3][C:2]([OH:1])([CH3:38])[CH3:37])([C:31]5[CH:32]=[CH:33][CH:34]=[CH:35][CH:36]=5)[O:9][C:8]4=[O:10])[CH3:12])=[CH:18][CH:17]=3)=[CH:20][CH:21]=2)[CH2:26][CH2:27]1)=[O:29], predict the reactants needed to synthesize it. The reactants are: [OH:1][C:2]([CH3:38])([CH3:37])[CH2:3][C@@:4]1([C:31]2[CH:36]=[CH:35][CH:34]=[CH:33][CH:32]=2)[O:9][C:8](=[O:10])[N:7]([C@H:11]([C:13]2[CH:18]=[CH:17][C:16]([C:19]3[N:24]=[N:23][C:22]([C:25]4([C:28](O)=[O:29])[CH2:27][CH2:26]4)=[CH:21][CH:20]=3)=[CH:15][CH:14]=2)[CH3:12])[CH2:6][CH2:5]1.[CH3:39][NH2:40]. (4) Given the product [NH2:20][C:4]1[N:3]=[C:2]([N:32]2[CH2:31][CH2:30][N:29]([C:24]3[CH:25]=[CH:26][C:27]([Cl:28])=[C:22]([Cl:21])[CH:23]=3)[CH2:34][CH2:33]2)[N:19]=[C:18]2[C:5]=1[N:6]=[CH:7][N:8]2[C@H:9]1[C@H:10]([OH:11])[C@H:12]([OH:13])[C@@H:14]([CH2:15][OH:16])[O:17]1, predict the reactants needed to synthesize it. The reactants are: Cl[C:2]1[N:3]=[C:4]([NH2:20])[C:5]2[N:6]=[CH:7][N:8]([C:18]=2[N:19]=1)[C@@H:9]1[O:17][C@H:14]([CH2:15][OH:16])[C@@H:12]([OH:13])[C@H:10]1[OH:11].[Cl:21][C:22]1[CH:23]=[C:24]([N:29]2[CH2:34][CH2:33][NH:32][CH2:31][CH2:30]2)[CH:25]=[CH:26][C:27]=1[Cl:28].